Dataset: Full USPTO retrosynthesis dataset with 1.9M reactions from patents (1976-2016). Task: Predict the reactants needed to synthesize the given product. (1) The reactants are: [Cl:1][C:2]1[CH:9]=[C:8]([C:10]2[CH:11]=[N:12][NH:13][CH:14]=2)[CH:7]=[CH:6][C:3]=1[C:4]#[N:5].CC(C)([O-])C.[K+].[C:21]([C:23]1[CH:30]=[CH:29][C:26]([CH2:27]Br)=[CH:25][CH:24]=1)#[N:22].[Cl-].[NH4+]. Given the product [Cl:1][C:2]1[CH:9]=[C:8]([C:10]2[CH:14]=[N:13][N:12]([CH2:27][C:26]3[CH:29]=[CH:30][C:23]([C:21]#[N:22])=[CH:24][CH:25]=3)[CH:11]=2)[CH:7]=[CH:6][C:3]=1[C:4]#[N:5], predict the reactants needed to synthesize it. (2) Given the product [Cl:13][CH2:14][C:15]([C:17]1[CH:22]=[C:21]([F:23])[C:20]([F:24])=[CH:19][C:18]=1[F:25])([OH:16])[CH2:9][C:8]1[CH:11]=[CH:12][C:5]([F:4])=[CH:6][CH:7]=1, predict the reactants needed to synthesize it. The reactants are: [Mg].II.[F:4][C:5]1[CH:12]=[CH:11][C:8]([CH2:9]Cl)=[CH:7][CH:6]=1.[Cl:13][CH2:14][C:15]([C:17]1[CH:22]=[C:21]([F:23])[C:20]([F:24])=[CH:19][C:18]=1[F:25])=[O:16].[Cl-].[NH4+]. (3) Given the product [CH2:1]([O:8][C:9]1[CH:10]=[CH:11][C:12]2[C:13]3[N:21]([CH2:22][CH2:23][CH2:24][CH2:25][NH:26][C:27](=[O:33])[O:28][C:29]([CH3:32])([CH3:30])[CH3:31])[C:20]([CH2:34][CH2:35][O:36][CH3:37])=[N:19][C:14]=3[CH:15]=[N+:16]([O-:45])[C:17]=2[CH:18]=1)[C:2]1[CH:3]=[CH:4][CH:5]=[CH:6][CH:7]=1, predict the reactants needed to synthesize it. The reactants are: [CH2:1]([O:8][C:9]1[CH:10]=[CH:11][C:12]2[C:13]3[N:21]([CH2:22][CH2:23][CH2:24][CH2:25][NH:26][C:27](=[O:33])[O:28][C:29]([CH3:32])([CH3:31])[CH3:30])[C:20]([CH2:34][CH2:35][O:36][CH3:37])=[N:19][C:14]=3[CH:15]=[N:16][C:17]=2[CH:18]=1)[C:2]1[CH:7]=[CH:6][CH:5]=[CH:4][CH:3]=1.C([O:45]C1C=CC2C3N(CC(C)C)C(C)=NC=3C=NC=2C=1)C1C=CC=CC=1.C1C=C(Cl)C=C(C(OO)=O)C=1. (4) Given the product [C:1]1([CH2:7][CH2:8][CH:9]([OH:10])[CH2:11][CH2:12][C:13]2[CH:18]=[CH:17][CH:16]=[CH:15][CH:14]=2)[CH:6]=[CH:5][CH:4]=[CH:3][CH:2]=1, predict the reactants needed to synthesize it. The reactants are: [C:1]1([CH2:7][CH2:8][CH:9]=[O:10])[CH:6]=[CH:5][CH:4]=[CH:3][CH:2]=1.[CH2:11]([Mg]Br)[CH2:12][C:13]1[CH:18]=[CH:17][CH:16]=[CH:15][CH:14]=1.[Cl-].[NH4+].